Task: Predict the reactants needed to synthesize the given product.. Dataset: Full USPTO retrosynthesis dataset with 1.9M reactions from patents (1976-2016) (1) Given the product [N:1]1([C:7]2[CH:14]=[CH:13][CH:12]=[CH:11][C:8]=2[CH:9]([OH:27])[CH2:15][CH2:16][CH2:17][CH3:18])[CH2:6][CH2:5][CH2:4][CH2:3][CH2:2]1, predict the reactants needed to synthesize it. The reactants are: [N:1]1([C:7]2[CH:14]=[CH:13][CH:12]=[CH:11][C:8]=2[C:9]#N)[CH2:6][CH2:5][CH2:4][CH2:3][CH2:2]1.[CH2:15]([Mg]Br)[CH2:16][CH2:17][CH3:18].Cl.[BH4-].[Na+].C1C[O:27]CC1. (2) Given the product [CH:3]1([C@H:9]([NH:14][C:15]([C:17]2[CH:22]=[C:21]([Cl:23])[C:20]([Cl:24])=[CH:19][C:18]=2[NH:25][C:26]([NH:28][C:29]2[C:34]([CH3:35])=[CH:33][CH:32]=[CH:31][C:30]=2[CH3:36])=[O:27])=[O:16])[C:10]([OH:12])=[O:11])[CH2:4][CH2:5][CH2:6][CH2:7][CH2:8]1, predict the reactants needed to synthesize it. The reactants are: [OH-].[Li+].[CH:3]1([C@H:9]([NH:14][C:15]([C:17]2[CH:22]=[C:21]([Cl:23])[C:20]([Cl:24])=[CH:19][C:18]=2[NH:25][C:26]([NH:28][C:29]2[C:34]([CH3:35])=[CH:33][CH:32]=[CH:31][C:30]=2[CH3:36])=[O:27])=[O:16])[C:10]([O:12]C)=[O:11])[CH2:8][CH2:7][CH2:6][CH2:5][CH2:4]1.CO.Cl. (3) Given the product [CH:15]1([C:12]2[CH:11]=[C:10]([CH2:9][NH:8][C:4]3[N:3]=[C:2]([NH:26][C:23]4[NH:24][N:25]=[C:21]([CH2:20][CH:19]([CH3:27])[CH3:18])[CH:22]=4)[CH:7]=[CH:6][N:5]=3)[O:14][N:13]=2)[CH2:17][CH2:16]1, predict the reactants needed to synthesize it. The reactants are: Cl[C:2]1[CH:7]=[CH:6][N:5]=[C:4]([NH:8][CH2:9][C:10]2[O:14][N:13]=[C:12]([CH:15]3[CH2:17][CH2:16]3)[CH:11]=2)[N:3]=1.[CH3:18][CH:19]([CH3:27])[CH2:20][C:21]1[CH:22]=[C:23]([NH2:26])[NH:24][N:25]=1. (4) Given the product [CH3:1][O:2][C:3]1[CH:8]=[CH:7][C:6]([CH:9]=[CH:10][C:11]2[O:13][N:35]=[C:31]([CH2:32][CH2:33][CH3:34])[N:30]=2)=[CH:5][C:4]=1[N+:14]([O-:16])=[O:15], predict the reactants needed to synthesize it. The reactants are: [CH3:1][O:2][C:3]1[CH:8]=[CH:7][C:6]([CH:9]=[CH:10][C:11]([OH:13])=O)=[CH:5][C:4]=1[N+:14]([O-:16])=[O:15].C1N=CN(C(N2C=NC=C2)=O)C=1.O[NH:30][C:31](=[NH:35])[CH2:32][CH2:33][CH3:34]. (5) Given the product [CH2:1]([O:3][C:4](=[O:29])[C:5]([CH3:30])([CH3:28])[CH2:6][C:7]1[CH:11]=[C:10]([CH3:12])[N:9]([CH2:13][C:14]2[CH:19]=[C:18]([Br:20])[CH:17]=[CH:16][C:15]=2[O:21][CH2:22][CH:23]2[CH2:24][CH2:25][CH2:26][CH2:27]2)[N:8]=1)[CH3:2], predict the reactants needed to synthesize it. The reactants are: [CH2:1]([O:3][C:4](=[O:29])[CH:5]([CH3:28])[CH2:6][C:7]1[CH:11]=[C:10]([CH3:12])[N:9]([CH2:13][C:14]2[CH:19]=[C:18]([Br:20])[CH:17]=[CH:16][C:15]=2[O:21][CH2:22][CH:23]2[CH2:27][CH2:26][CH2:25][CH2:24]2)[N:8]=1)[CH3:2].[CH3:30]I.